Dataset: Reaction yield outcomes from USPTO patents with 853,638 reactions. Task: Predict the reaction yield, written as a fraction of the theoretical maximum amount of product (1.0 means a 100% yield; for example, 0.34 means a 34% yield). (1) The reactants are [N+:1]([C:4]1[N:9]=[C:8]2[CH2:10][CH2:11][O:12][C:7]2=[CH:6][CH:5]=1)([O-])=O. The catalyst is CO.[C].[Pd]. The product is [O:12]1[C:7]2[C:8](=[N:9][C:4]([NH2:1])=[CH:5][CH:6]=2)[CH2:10][CH2:11]1. The yield is 0.800. (2) The reactants are C(NC(NC1[N:8]=[C:9]2[CH:14]=[C:13]([C:15]3[CH:16]=[N:17][C:18](OC)=[N:19][CH:20]=3)[CH:12]=[CH:11][N:10]2C=1)=O)C.C1(C)C=CC(S(Cl)(=O)=O)=CC=1.[N:35]1[CH:40]=CC=C[CH:36]=1. The catalyst is C(OCC)(=O)C. The product is [NH2:8][C:9]1[CH:14]=[C:13]([C:15]2[CH:20]=[N:19][C:18]([N:35]([CH3:40])[CH3:36])=[N:17][CH:16]=2)[CH:12]=[CH:11][N:10]=1. The yield is 0.790. (3) The reactants are [Br:1][C:2]1[C:3]([CH3:11])=[CH:4][C:5]([C:8]([OH:10])=O)=[N:6][CH:7]=1.Cl.[CH3:13][O:14][C:15]1[CH:28]=[CH:27][C:18]([C:19]([CH:21]2[CH2:26][CH2:25][NH:24][CH2:23][CH2:22]2)=[O:20])=[CH:17][CH:16]=1.C(N(CC)CC)C.CN(C(ON1N=NC2C=CC=NC1=2)=[N+](C)C)C.F[P-](F)(F)(F)(F)F. The catalyst is CN(C)C=O. The product is [CH3:13][O:14][C:15]1[CH:16]=[CH:17][C:18]([C:19]([CH:21]2[CH2:26][CH2:25][N:24]([C:8]([C:5]3[CH:4]=[C:3]([CH3:11])[C:2]([Br:1])=[CH:7][N:6]=3)=[O:10])[CH2:23][CH2:22]2)=[O:20])=[CH:27][CH:28]=1. The yield is 0.890. (4) The reactants are [CH3:1][O:2][C:3]1[N:8]=[C:7]([NH2:9])[CH:6]=[CH:5][CH:4]=1.[F:10][C:11]1[CH:18]=[C:17]([O:19][CH2:20][F:21])[CH:16]=[C:15]([F:22])[C:12]=1[CH:13]=O.[N+:23]([C:25]1[CH:34]=[CH:33][C:28]2[O:29][CH2:30][CH2:31][O:32][C:27]=2[CH:26]=1)#[C-:24]. The catalyst is O1CCOCC1.[Cl-].[Zn+2].[Cl-]. The product is [F:10][C:11]1[CH:18]=[C:17]([O:19][CH2:20][F:21])[CH:16]=[C:15]([F:22])[C:12]=1[C:13]1[N:9]=[C:7]2[CH:6]=[CH:5][CH:4]=[C:3]([O:2][CH3:1])[N:8]2[C:24]=1[NH:23][C:25]1[CH:34]=[CH:33][C:28]2[O:29][CH2:30][CH2:31][O:32][C:27]=2[CH:26]=1. The yield is 0.190. (5) The reactants are [I:1][C:2]1[C:3]([CH3:33])=[C:4]([CH:30]=[CH:31][CH:32]=1)[CH2:5][NH:6][C:7]1[C:12]([N+:13]([O-])=O)=[CH:11][N:10]=[C:9]([NH:16][CH2:17][C@@H:18]2[CH2:22][CH2:21][N:20]([C:23]([O:25][C:26]([CH3:29])([CH3:28])[CH3:27])=[O:24])[CH2:19]2)[N:8]=1. The catalyst is CO.[Pt]. The product is [I:1][C:2]1[C:3]([CH3:33])=[C:4]([CH:30]=[CH:31][CH:32]=1)[CH2:5][NH:6][C:7]1[C:12]([NH2:13])=[CH:11][N:10]=[C:9]([NH:16][CH2:17][C@@H:18]2[CH2:22][CH2:21][N:20]([C:23]([O:25][C:26]([CH3:27])([CH3:28])[CH3:29])=[O:24])[CH2:19]2)[N:8]=1. The yield is 0.830. (6) The reactants are I[C:2]1[CH:29]=[CH:28][C:5]2[N:6]([CH2:9][C:10]3[CH:15]=[CH:14][C:13]([O:16][CH2:17][C:18]4[CH:19]=[N:20][C:21]([O:24][CH3:25])=[CH:22][CH:23]=4)=[C:12]([O:26][CH3:27])[CH:11]=3)[CH:7]=[N:8][C:4]=2[CH:3]=1.C(=O)([O-])[O-].[K+].[K+].[CH3:36][N:37](C)C=O. The catalyst is [C-]#N.[Zn+2].[C-]#N.C1C=CC([P]([Pd]([P](C2C=CC=CC=2)(C2C=CC=CC=2)C2C=CC=CC=2)([P](C2C=CC=CC=2)(C2C=CC=CC=2)C2C=CC=CC=2)[P](C2C=CC=CC=2)(C2C=CC=CC=2)C2C=CC=CC=2)(C2C=CC=CC=2)C2C=CC=CC=2)=CC=1. The product is [CH3:27][O:26][C:12]1[CH:11]=[C:10]([CH:15]=[CH:14][C:13]=1[O:16][CH2:17][C:18]1[CH:19]=[N:20][C:21]([O:24][CH3:25])=[CH:22][CH:23]=1)[CH2:9][N:6]1[C:5]2[CH:28]=[CH:29][C:2]([C:36]#[N:37])=[CH:3][C:4]=2[N:8]=[CH:7]1. The yield is 0.870. (7) The yield is 0.210. The product is [CH3:44][O:43][C:34](=[O:42])[C:35]1[CH:41]=[CH:40][CH:39]=[CH:38][C:36]=1[O:37][CH2:49][CH2:45][N:7]1[CH2:31][CH2:32][CH2:33][CH2:28]1. No catalyst specified. The reactants are CC(OC(/[N:7]=N/C(OC(C)C)=O)=O)C.[C:32]1(P([C:28]2[CH:33]=[CH:32][CH:31]=CC=2)[C:32]2[CH:31]=CC=[CH:28][CH:33]=2)[CH:31]=CC=[CH:28][CH:33]=1.[C:34]([O:43][CH3:44])(=[O:42])[C:35]1[C:36](=[CH:38][CH:39]=[CH:40][CH:41]=1)[OH:37].[CH2:45]1[CH2:49]OCC1. (8) The reactants are [CH:1]1([C@@H:4]([C:26]2[CH:31]=[CH:30][CH:29]=[CH:28][CH:27]=2)[NH:5][C:6]([C:8]2[C:17]3[C:12](=[CH:13][CH:14]=[CH:15][CH:16]=3)[N:11]=[C:10]([C:18]3[CH:23]=[CH:22][CH:21]=[CH:20][CH:19]=3)[C:9]=2[S:24][CH3:25])=[O:7])[CH2:3][CH2:2]1.C[OH:33]. The catalyst is O. The product is [CH:1]1([C@@H:4]([C:26]2[CH:27]=[CH:28][CH:29]=[CH:30][CH:31]=2)[NH:5][C:6]([C:8]2[C:17]3[C:12](=[CH:13][CH:14]=[CH:15][CH:16]=3)[N:11]=[C:10]([C:18]3[CH:19]=[CH:20][CH:21]=[CH:22][CH:23]=3)[C:9]=2[S:24]([CH3:25])=[O:33])=[O:7])[CH2:3][CH2:2]1. The yield is 0.620.